Dataset: Forward reaction prediction with 1.9M reactions from USPTO patents (1976-2016). Task: Predict the product of the given reaction. (1) The product is: [OH:38][C@H:37]([CH2:36][OH:35])[CH2:39][O:40][NH:41][C:20]([C:12]1[CH:13]=[CH:14][C:15]2[CH:16]=[N:17][S:18][C:19]=2[C:11]=1[NH:10][C:7]1[CH:8]=[CH:9][C:4]([CH:1]2[CH2:3][CH2:2]2)=[CH:5][C:6]=1[F:23])=[O:22]. Given the reactants [CH:1]1([C:4]2[CH:9]=[CH:8][C:7]([NH:10][C:11]3[C:19]4[S:18][N:17]=[CH:16][C:15]=4[CH:14]=[CH:13][C:12]=3[C:20]([OH:22])=O)=[C:6]([F:23])[CH:5]=2)[CH2:3][CH2:2]1.C(N(C(C)C)CC)(C)C.CC1(C)[O:38][C@@H:37]([CH2:39][O:40][NH2:41])[CH2:36][O:35]1.CCN=C=NCCCN(C)C.C1C=CC2N(O)N=NC=2C=1, predict the reaction product. (2) Given the reactants [N+:1]([C:4]1[CH:5]=[CH:6][C:7]([O:10][C:11]2[CH:16]=[CH:15][C:14]([CH2:17][CH2:18][C:19](O)=[O:20])=[CH:13][CH:12]=2)=[N:8][CH:9]=1)([O-:3])=[O:2].B.C1COCC1.O, predict the reaction product. The product is: [N+:1]([C:4]1[CH:5]=[CH:6][C:7]([O:10][C:11]2[CH:16]=[CH:15][C:14]([CH2:17][CH2:18][CH2:19][OH:20])=[CH:13][CH:12]=2)=[N:8][CH:9]=1)([O-:3])=[O:2]. (3) Given the reactants Cl.CN(C)CCCN=C=NCC.ON1C2C=CC=CC=2N=N1.Cl.[CH3:24][O:25][CH:26]1[CH2:31][CH2:30][NH:29][CH2:28][CH2:27]1.[CH3:32][C:33]1[CH:34]=[CH:35][C:36]([C:39]2[N:43]([C:44]3[CH:49]=[N:48][CH:47]=[CH:46][N:45]=3)[N:42]=[C:41]([C:50](O)=[O:51])[CH:40]=2)=[N:37][CH:38]=1, predict the reaction product. The product is: [CH3:32][C:33]1[CH:34]=[CH:35][C:36]([C:39]2[N:43]([C:44]3[CH:49]=[N:48][CH:47]=[CH:46][N:45]=3)[N:42]=[C:41]([C:50]([N:29]3[CH2:30][CH2:31][CH:26]([O:25][CH3:24])[CH2:27][CH2:28]3)=[O:51])[CH:40]=2)=[N:37][CH:38]=1. (4) The product is: [Br:1][C:2]1[CH:3]=[CH:4][C:5]([NH:8][C:16](=[O:17])[C:18]2[CH:23]=[CH:22][CH:21]=[CH:20][CH:19]=2)=[N:6][CH:7]=1. Given the reactants [Br:1][C:2]1[CH:3]=[CH:4][C:5]([NH2:8])=[N:6][CH:7]=1.CCN(CC)CC.[C:16](Cl)([C:18]1[CH:23]=[CH:22][CH:21]=[CH:20][CH:19]=1)=[O:17], predict the reaction product. (5) Given the reactants [Cl:1][C:2]1[C:10]2[N:9]=[C:8]3[N:11]([C:15]4[CH:20]=[CH:19][C:18](Cl)=[CH:17][C:16]=4[Cl:22])[CH2:12][CH2:13][CH2:14][N:7]3[C:6]=2[C:5]([CH:23]([OH:26])[CH2:24][CH3:25])=[CH:4][CH:3]=1.C([Li])CCC.[CH3:32][C:33]([CH3:35])=[O:34], predict the reaction product. The product is: [Cl:1][C:2]1[C:10]2[N:9]=[C:8]3[N:11]([C:15]4[CH:20]=[CH:19][C:18]([C:33]([OH:34])([CH3:35])[CH3:32])=[CH:17][C:16]=4[Cl:22])[CH2:12][CH2:13][CH2:14][N:7]3[C:6]=2[C:5]([CH:23]([OH:26])[CH2:24][CH3:25])=[CH:4][CH:3]=1. (6) Given the reactants [F:1][C:2]1[CH:7]=[CH:6][C:5]([CH2:8][C:9]([OH:11])=[O:10])=[CH:4][C:3]=1[O:12][CH3:13].C(N(CC)CC)C.[F:21][C:22]1[C:27]([O:28][CH3:29])=[CH:26][CH:25]=[CH:24][C:23]=1/[CH:30]=[CH:31]/[CH:32]=O.C(OC(=O)C)(=O)C.Cl, predict the reaction product. The product is: [F:21][C:22]1[C:27]([O:28][CH3:29])=[CH:26][CH:25]=[CH:24][C:23]=1/[CH:30]=[CH:31]/[CH:32]=[C:8]([C:5]1[CH:6]=[CH:7][C:2]([F:1])=[C:3]([O:12][CH3:13])[CH:4]=1)[C:9]([OH:11])=[O:10]. (7) Given the reactants C([N:8]1[CH2:12][CH2:11][C@@H:10]([C:13]2[CH:14]=[C:15]([NH:19][S:20]([C:23]3[CH:28]=[CH:27][CH:26]=[C:25]([C:29]([F:32])([F:31])[F:30])[CH:24]=3)(=[O:22])=[O:21])[CH:16]=[CH:17][CH:18]=2)[CH2:9]1)C1C=CC=CC=1, predict the reaction product. The product is: [NH:8]1[CH2:12][CH2:11][C@@H:10]([C:13]2[CH:14]=[C:15]([NH:19][S:20]([C:23]3[CH:28]=[CH:27][CH:26]=[C:25]([C:29]([F:32])([F:30])[F:31])[CH:24]=3)(=[O:22])=[O:21])[CH:16]=[CH:17][CH:18]=2)[CH2:9]1. (8) Given the reactants [C:1]([C:4]1[C:12]2[C:7](=[CH:8][C:9](Br)=[C:10]([F:13])[CH:11]=2)[N:6]([CH2:15][C:16]([N:18]2[CH2:22][C@H:21]([F:23])[CH2:20][C@H:19]2[C:24]([NH:26][CH2:27][C:28]2[CH:33]=[CH:32][CH:31]=[C:30]([Cl:34])[C:29]=2[F:35])=[O:25])=[O:17])[CH:5]=1)(=[O:3])[CH3:2].[P:36]([O-:43])([O:40][CH2:41][CH3:42])[O:37][CH2:38][CH3:39], predict the reaction product. The product is: [C:1]([C:4]1[C:12]2[C:7](=[CH:8][C:9]([P:36](=[O:43])([O:40][CH2:41][CH3:42])[O:37][CH2:38][CH3:39])=[C:10]([F:13])[CH:11]=2)[N:6]([CH2:15][C:16]([N:18]2[CH2:22][C@H:21]([F:23])[CH2:20][C@H:19]2[C:24](=[O:25])[NH:26][CH2:27][C:28]2[CH:33]=[CH:32][CH:31]=[C:30]([Cl:34])[C:29]=2[F:35])=[O:17])[CH:5]=1)(=[O:3])[CH3:2]. (9) Given the reactants CO[C:3]([C:5]1[N:6]([CH3:20])[C:7]([C:10]2[S:18][C:17]3[C:12](=[N:13][CH:14]=[CH:15][C:16]=3[Cl:19])[CH:11]=2)=[CH:8][N:9]=1)=[O:4].[NH2:21][CH2:22][C:23]1[CH:28]=[CH:27][N:26]=[CH:25][CH:24]=1, predict the reaction product. The product is: [N:26]1[CH:27]=[CH:28][C:23]([CH2:22][NH:21][C:3]([C:5]2[N:6]([CH3:20])[C:7]([C:10]3[S:18][C:17]4[C:12](=[N:13][CH:14]=[CH:15][C:16]=4[Cl:19])[CH:11]=3)=[CH:8][N:9]=2)=[O:4])=[CH:24][CH:25]=1. (10) Given the reactants [CH2:1]([NH:3][C:4]([CH:6]1[N:14](C(OC(C)(C)C)=O)[C:9]2=[N:10][CH:11]=[CH:12][CH:13]=[C:8]2[CH2:7]1)=[O:5])[CH3:2].C(O)(C(F)(F)F)=O, predict the reaction product. The product is: [CH2:1]([NH:3][C:4]([CH:6]1[NH:14][C:9]2=[N:10][CH:11]=[CH:12][CH:13]=[C:8]2[CH2:7]1)=[O:5])[CH3:2].